From a dataset of Catalyst prediction with 721,799 reactions and 888 catalyst types from USPTO. Predict which catalyst facilitates the given reaction. (1) Product: [F:1][C:2]1[N:7]=[C:6]([NH:10][NH:9][C:53](=[O:55])[CH:52]([C:56]2[CH:61]=[CH:60][CH:59]=[CH:58][CH:57]=2)[CH2:51][NH:50][C:48](=[O:49])[O:47][C:43]([CH3:44])([CH3:45])[CH3:46])[CH:5]=[C:4]([C:21]2[CH:26]=[CH:25][N:24]=[C:23]([NH:27][C:28]3[N:32]([CH3:33])[N:31]=[CH:30][CH:29]=3)[CH:34]=2)[CH:3]=1. Reactant: [F:1][C:2]1[N:7]2C(C(CC3C=CC=CC=3)CO)=[N:9][N:10]=[C:6]2[CH:5]=[C:4]([C:21]2[CH:26]=[CH:25][N:24]=[C:23]([NH:27][C:28]3[N:32]([CH3:33])[N:31]=[CH:30][CH:29]=3)N=2)[CH:3]=1.[CH3:34]CN(C(C)C)C(C)C.[C:43]([O:47][C:48]([NH:50][CH2:51][CH:52]([C:56]1[CH:61]=[CH:60][CH:59]=[CH:58][CH:57]=1)[C:53]([OH:55])=O)=[O:49])([CH3:46])([CH3:45])[CH3:44].CN(C(ON1N=NC2C=CC=NC1=2)=[N+](C)C)C.F[P-](F)(F)(F)(F)F. The catalyst class is: 3. (2) Reactant: [NH:1]1[C:9]2[C:4](=[CH:5][CH:6]=[CH:7][CH:8]=2)[C:3]([C:10](=[O:14])[C:11]([OH:13])=O)=[CH:2]1.OC1C2N=NNC=2C=CC=1.[NH2:25][C:26]12[C:44](=[O:45])[C:43]3[C:38](=[CH:39][CH:40]=[CH:41][CH:42]=3)[C:27]1([OH:46])[O:28][C:29]1[CH:34]=[C:33]([CH:35]([CH3:37])[CH3:36])[CH:32]=[CH:31][C:30]=12. Product: [OH:46][C:27]12[C:38]3[C:43](=[CH:42][CH:41]=[CH:40][CH:39]=3)[C:44](=[O:45])[C:26]1([NH:25][C:11](=[O:13])[C:10]([C:3]1[C:4]3[C:9](=[CH:8][CH:7]=[CH:6][CH:5]=3)[NH:1][CH:2]=1)=[O:14])[C:30]1[CH:31]=[CH:32][C:33]([CH:35]([CH3:37])[CH3:36])=[CH:34][C:29]=1[O:28]2. The catalyst class is: 2.